Dataset: Catalyst prediction with 721,799 reactions and 888 catalyst types from USPTO. Task: Predict which catalyst facilitates the given reaction. Reactant: [CH3:1][C:2]1[CH:7]=[CH:6][C:5]([C:8]2[CH:13]=[C:12]([C:14](=[O:24])[NH:15][CH2:16][C:17]3[CH:18]=[N:19][C:20]([CH3:23])=[CH:21][CH:22]=3)[CH:11]=[C:10]([C:25]([OH:27])=O)[CH:9]=2)=[CH:4][CH:3]=1.Cl.CN(C)CCCN=C=NCC.O.ON1C2C=CC=CC=2N=N1.[OH:51][C@@H:52]1[CH2:56][CH2:55][NH:54][CH2:53]1.C(N(CC)C(C)C)(C)C. Product: [OH:51][C@@H:52]1[CH2:56][CH2:55][N:54]([C:25]([C:10]2[CH:11]=[C:12]([C:14]([NH:15][CH2:16][C:17]3[CH:18]=[N:19][C:20]([CH3:23])=[CH:21][CH:22]=3)=[O:24])[CH:13]=[C:8]([C:5]3[CH:6]=[CH:7][C:2]([CH3:1])=[CH:3][CH:4]=3)[CH:9]=2)=[O:27])[CH2:53]1. The catalyst class is: 2.